Predict the product of the given reaction. From a dataset of Forward reaction prediction with 1.9M reactions from USPTO patents (1976-2016). Given the reactants C([Cl:4])(=O)C.[CH3:5][O:6][C:7]1[CH:27]=[CH:26][C:10]([C:11]([N:13]2[CH2:18][CH2:17][N:16](C(OC(C)(C)C)=O)[CH2:15][CH2:14]2)=[O:12])=[CH:9][C:8]=1[C:28]#[C:29][C:30]1[CH:35]=[CH:34][CH:33]=[CH:32][N:31]=1.Cl.N1CCNCC1, predict the reaction product. The product is: [ClH:4].[CH3:5][O:6][C:7]1[CH:27]=[CH:26][C:10]([C:11]([N:13]2[CH2:14][CH2:15][NH:16][CH2:17][CH2:18]2)=[O:12])=[CH:9][C:8]=1[C:28]#[C:29][C:30]1[CH:35]=[CH:34][CH:33]=[CH:32][N:31]=1.